Dataset: Reaction yield outcomes from USPTO patents with 853,638 reactions. Task: Predict the reaction yield, written as a fraction of the theoretical maximum amount of product (1.0 means a 100% yield; for example, 0.34 means a 34% yield). (1) The reactants are C([O:8][C:9]1[C:25]([O:26]CC2C=CC=CC=2)=[C:24]([C:34]([NH:36][CH2:37][C:38]2[CH:43]=[CH:42][C:41]([F:44])=[CH:40][CH:39]=2)=[O:35])[CH:23]=[CH:22][C:10]=1[C:11]([NH:13][CH2:14][C:15]1[CH:20]=[CH:19][C:18]([F:21])=[CH:17][CH:16]=1)=[O:12])C1C=CC=CC=1.Cl.CC(O)=O. The catalyst is O. The product is [F:21][C:18]1[CH:19]=[CH:20][C:15]([CH2:14][NH:13][C:11](=[O:12])[C:10]2[CH:22]=[CH:23][C:24]([C:34]([NH:36][CH2:37][C:38]3[CH:43]=[CH:42][C:41]([F:44])=[CH:40][CH:39]=3)=[O:35])=[C:25]([OH:26])[C:9]=2[OH:8])=[CH:16][CH:17]=1. The yield is 0.830. (2) The reactants are [OH:1][C:2]1[CH:10]=[CH:9][C:5]([CH2:6][CH2:7][OH:8])=[CH:4][CH:3]=1.C1C=CN=CC=1.O=S(=O)=O. The catalyst is CS(C)=O.C(Cl)Cl. The product is [OH:1][C:2]1[CH:10]=[CH:9][C:5]([CH2:6][CH:7]=[O:8])=[CH:4][CH:3]=1. The yield is 0.490. (3) The reactants are [CH:1]1([C:4]2[NH:8][N:7]=[C:6]([NH:9][C:10]3[C:15]([NH2:16])=[CH:14][CH:13]=[C:12]([NH:17][C@H:18]([C:20]4[CH:25]=[CH:24][C:23]([F:26])=[CH:22][CH:21]=4)[CH3:19])[N:11]=3)[CH:5]=2)[CH2:3][CH2:2]1.[C:27](O)(=O)C.C(N)=N.C([O-])(O)=O.[Na+].CCOC(C)=O. The catalyst is CCO. The product is [CH:1]1([C:4]2[NH:8][N:7]=[C:6]([N:9]3[C:10]4=[N:11][C:12]([NH:17][C@H:18]([C:20]5[CH:21]=[CH:22][C:23]([F:26])=[CH:24][CH:25]=5)[CH3:19])=[CH:13][CH:14]=[C:15]4[N:16]=[CH:27]3)[CH:5]=2)[CH2:3][CH2:2]1. The yield is 0.580. (4) The reactants are [CH2:1]([O:3][C:4]([C@@H:6]1[C@@H:11]([NH:12]C(OC(C)(C)C)=O)[CH2:10][CH2:9][N:8]([CH2:20][CH2:21][C:22]2[CH:27]=[CH:26][C:25]([O:28][CH3:29])=[C:24]([O:30][CH3:31])[CH:23]=2)[CH2:7]1)=[O:5])[CH3:2]. The catalyst is C(O)(C(F)(F)F)=O. The product is [CH2:1]([O:3][C:4]([C@@H:6]1[C@@H:11]([NH2:12])[CH2:10][CH2:9][N:8]([CH2:20][CH2:21][C:22]2[CH:27]=[CH:26][C:25]([O:28][CH3:29])=[C:24]([O:30][CH3:31])[CH:23]=2)[CH2:7]1)=[O:5])[CH3:2]. The yield is 0.500. (5) The reactants are C(N(C(C)C)CC)(C)C.C[Si]([N:14]=[C:15]=[O:16])(C)C.[OH:17][CH:18]([CH2:34][N:35]1[C:43]2[CH2:42][CH2:41][NH:40][CH2:39][C:38]=2[C:37]([C:44]2[CH:49]=[CH:48][C:47]([I:50])=[CH:46][CH:45]=2)=[N:36]1)[CH2:19][N:20]1[CH2:25][CH2:24][N:23]([C:26]2[CH:33]=[CH:32][CH:31]=[CH:30][C:27]=2[C:28]#[N:29])[CH2:22][CH2:21]1. The catalyst is CN(C1C=CN=CC=1)C.N1C=CC=CC=1.C(Cl)Cl. The product is [C:28]([C:27]1[CH:30]=[CH:31][CH:32]=[CH:33][C:26]=1[N:23]1[CH2:22][CH2:21][N:20]([CH2:19][CH:18]([OH:17])[CH2:34][N:35]2[C:43]3[CH2:42][CH2:41][N:40]([C:15]([NH2:14])=[O:16])[CH2:39][C:38]=3[C:37]([C:44]3[CH:49]=[CH:48][C:47]([I:50])=[CH:46][CH:45]=3)=[N:36]2)[CH2:25][CH2:24]1)#[N:29]. The yield is 0.780. (6) The reactants are [CH3:1][O:2][C:3]1[CH:8]=[CH:7][CH:6]=[C:5]([O:9]C)[C:4]=1[C:11]1[C:19]2[C:14](=[N:15][CH:16]=[C:17]([C:20]3[CH:21]=[C:22]([OH:26])[CH:23]=[CH:24][CH:25]=3)[CH:18]=2)[NH:13][CH:12]=1.BrBr.[OH-].[K+].Cl.[CH3:32][C:33]([OH:35])=O. No catalyst specified. The product is [OH:9][C:5]1[C:4]([C:11]2[C:19]3[C:14](=[N:15][CH:16]=[C:17]([C:20]4[CH:25]=[CH:24][CH:23]=[C:22]([OH:26])[CH:21]=4)[CH:18]=3)[NH:13][CH:12]=2)=[C:3]([O:2][CH3:1])[CH:8]=[CH:7][C:6]=1[C:33](=[O:35])[CH3:32]. The yield is 0.200. (7) The reactants are Cl.[CH2:2]1[O:13][C:12]2[CH:11]=[CH:10][C:6]([CH2:7][CH2:8][NH2:9])=[CH:5][C:4]=2[O:3]1.[Cl:14][CH2:15][C:16](Cl)=[O:17]. The catalyst is ClCCCl. The product is [O:13]1[C:12]2[CH:11]=[CH:10][C:6]([CH2:7][CH2:8][NH:9][C:16](=[O:17])[CH2:15][Cl:14])=[CH:5][C:4]=2[O:3][CH2:2]1. The yield is 0.270.